This data is from Forward reaction prediction with 1.9M reactions from USPTO patents (1976-2016). The task is: Predict the product of the given reaction. (1) Given the reactants I([O-])(=O)(=O)=[O:2].[Na+].[Cl:7][C:8]1[N:13]=[C:12]([N:14]2[CH2:19][CH2:18][O:17][CH2:16][C@H:15]2[CH3:20])[CH:11]=[C:10]([CH2:21][S:22][CH3:23])[N:9]=1, predict the reaction product. The product is: [Cl:7][C:8]1[N:13]=[C:12]([N:14]2[CH2:19][CH2:18][O:17][CH2:16][C@H:15]2[CH3:20])[CH:11]=[C:10]([CH2:21][S:22]([CH3:23])=[O:2])[N:9]=1. (2) The product is: [F:14][C@@H:11]1[CH2:10][C@@H:9]([C:15]([O:17][CH3:18])=[O:16])[C@H:8]([C:3]2[N:4]=[C:5]([CH3:7])[S:6][C:2]=2[C:28]2[CH:27]=[CH:26][C:25]([N:22]3[CH2:21][CH2:20][O:19][CH2:24][CH2:23]3)=[CH:30][CH:29]=2)[CH2:13][CH2:12]1. Given the reactants Br[C:2]1[S:6][C:5]([CH3:7])=[N:4][C:3]=1[C@@H:8]1[CH2:13][CH2:12][C@H:11]([F:14])[CH2:10][C@H:9]1[C:15]([O:17][CH3:18])=[O:16].[O:19]1[CH2:24][CH2:23][N:22]([C:25]2[CH:30]=[CH:29][C:28](B(O)O)=[CH:27][CH:26]=2)[CH2:21][CH2:20]1.S(C1C=C(P(C2C=CC=C(S([O-])(=O)=O)C=2)C2C=CC=C(S([O-])(=O)=O)C=2)C=CC=1)([O-])(=O)=O.CN(C=O)C, predict the reaction product. (3) Given the reactants [C:1]([O:7][CH2:8][C:9]([F:15])([F:14])[S:10]([O-:13])(=[O:12])=[O:11])(=[O:6])[CH2:2][CH2:3][CH2:4][CH3:5].[Na+].[Cl-].[C:18]1([S+:24]([C:31]2[CH:36]=[CH:35][CH:34]=[CH:33][CH:32]=2)[C:25]2[CH:30]=[CH:29][CH:28]=[CH:27][CH:26]=2)[CH:23]=[CH:22][CH:21]=[CH:20][CH:19]=1, predict the reaction product. The product is: [F:15][C:9]([F:14])([S:10]([O-:13])(=[O:12])=[O:11])[CH2:8][O:7][C:1](=[O:6])[CH2:2][CH2:3][CH2:4][CH3:5].[C:31]1([S+:24]([C:18]2[CH:19]=[CH:20][CH:21]=[CH:22][CH:23]=2)[C:25]2[CH:30]=[CH:29][CH:28]=[CH:27][CH:26]=2)[CH:32]=[CH:33][CH:34]=[CH:35][CH:36]=1.